This data is from Forward reaction prediction with 1.9M reactions from USPTO patents (1976-2016). The task is: Predict the product of the given reaction. (1) Given the reactants [F:1][CH:2]([F:21])[O:3][C:4]1[CH:11]=[C:10](B2OC(C)(C)C(C)(C)O2)[CH:9]=[CH:8][C:5]=1[C:6]#[N:7].Br[C:23]1[CH:24]=[N:25][CH:26]=[CH:27][C:28]=1[CH:29]([OH:31])[CH3:30].C(Cl)[Cl:33].C([O-])([O-])=O.[Na+].[Na+], predict the reaction product. The product is: [Cl:33][C:23]1[C:28]([CH:29]([OH:31])[CH3:30])=[C:27]([C:10]2[CH:9]=[CH:8][C:5]([C:6]#[N:7])=[C:4]([O:3][CH:2]([F:1])[F:21])[CH:11]=2)[CH:26]=[N:25][CH:24]=1. (2) Given the reactants [OH:1][C:2]1[CH:11]=[C:10]2[C:5]([C:6](=[O:17])[CH:7]=[C:8]([C:12]([O:14][CH2:15][CH3:16])=[O:13])[O:9]2)=[CH:4][CH:3]=1.Cl[CH:19]([F:21])[F:20].C([O-])([O-])=O.[K+].[K+], predict the reaction product. The product is: [F:20][CH:19]([F:21])[O:1][C:2]1[CH:11]=[C:10]2[C:5]([C:6](=[O:17])[CH:7]=[C:8]([C:12]([O:14][CH2:15][CH3:16])=[O:13])[O:9]2)=[CH:4][CH:3]=1. (3) Given the reactants [CH2:1]=[O:2].[CH2:3]([NH:10][CH2:11][Si:12]([CH3:15])([CH3:14])[CH3:13])[C:4]1[CH:9]=[CH:8][CH:7]=[CH:6][CH:5]=1.[CH3:16]O, predict the reaction product. The product is: [CH2:3]([N:10]([CH2:1][O:2][CH3:16])[CH2:11][Si:12]([CH3:15])([CH3:14])[CH3:13])[C:4]1[CH:9]=[CH:8][CH:7]=[CH:6][CH:5]=1. (4) Given the reactants C(OC(=O)[NH:7][C:8]1[S:12][C:11]2[CH:13]=[CH:14][CH:15]=[CH:16][C:10]=2[C:9]=1[C:17]1[CH:22]=[CH:21][CH:20]=[CH:19][CH:18]=1)(C)(C)C.Cl, predict the reaction product. The product is: [C:17]1([C:9]2[C:10]3[CH:16]=[CH:15][CH:14]=[CH:13][C:11]=3[S:12][C:8]=2[NH2:7])[CH:18]=[CH:19][CH:20]=[CH:21][CH:22]=1. (5) Given the reactants Br[C:2]1[C:11]2[C:6](=[CH:7][CH:8]=[C:9]([O:12][CH3:13])[CH:10]=2)[C:5](=[O:14])[N:4]([C:15]2[CH:22]=[CH:21][C:18]([CH:19]=[O:20])=[CH:17][CH:16]=2)[CH:3]=1.C(=O)([O-])[O-].[K+].[K+].[CH3:29][O:30][C:31]1[CH:36]=[CH:35][C:34](B(O)O)=[CH:33][CH:32]=1, predict the reaction product. The product is: [CH3:13][O:12][C:9]1[CH:10]=[C:11]2[C:6](=[CH:7][CH:8]=1)[C:5](=[O:14])[N:4]([C:15]1[CH:22]=[CH:21][C:18]([CH:19]=[O:20])=[CH:17][CH:16]=1)[CH:3]=[C:2]2[C:34]1[CH:35]=[CH:36][C:31]([O:30][CH3:29])=[CH:32][CH:33]=1. (6) The product is: [Br:11][C:7]1[CH:6]=[C:5]([F:10])[C:3]([NH2:4])=[C:2]([F:1])[C:8]=1[CH3:9]. Given the reactants [F:1][C:2]1[C:8]([CH3:9])=[CH:7][CH:6]=[C:5]([F:10])[C:3]=1[NH2:4].[Br:11]Br, predict the reaction product. (7) Given the reactants ClC1C=CC=C(C(OO)=[O:9])C=1.[CH2:12]([S:19][C:20]1[CH:29]=[CH:28][C:27]2[NH:26][C:25](=[O:30])[C:24]3[NH:31][CH:32]=[CH:33][C:23]=3[C:22]=2[CH:21]=1)[C:13]1[CH:18]=[CH:17][CH:16]=[CH:15][CH:14]=1.[CH2:34]([C:36]([O-:38])=[O:37])[CH3:35].C(=O)([O-])[O-].[K+].[K+], predict the reaction product. The product is: [O:30]=[C:25]1[C:24]2[NH:31][CH:32]=[CH:33][C:23]=2[C:22]2[CH:21]=[C:20]([S:19]([CH2:12][C:13]3[CH:14]=[CH:15][CH:16]=[CH:17][CH:18]=3)=[O:9])[CH:29]=[CH:28][C:27]=2[NH:26]1.[CH2:34]([C:36]([O-:38])=[O:37])[CH3:35]. (8) Given the reactants [Cl:1][C:2]1[CH:7]=[CH:6][C:5]([CH:8]([C:15]2[CH:20]=[CH:19][C:18]([Cl:21])=[CH:17][CH:16]=2)[N:9]2[CH2:14][CH2:13][NH:12][CH2:11][CH2:10]2)=[CH:4][CH:3]=1.[C:22]1([CH:28]([C:39]2[CH:44]=[CH:43][CH:42]=[CH:41][CH:40]=2)[N:29]2[CH:33]=[CH:32][N:31]([CH2:34][C:35](O)=[O:36])[C:30]2=[O:38])[CH:27]=[CH:26][CH:25]=[CH:24][CH:23]=1.C(Cl)CCl, predict the reaction product. The product is: [CH:28]([N:29]1[CH2:33][CH2:32][N:31]([CH2:34][C:35]([N:12]2[CH2:11][CH2:10][N:9]([CH:8]([C:5]3[CH:4]=[CH:3][C:2]([Cl:1])=[CH:7][CH:6]=3)[C:15]3[CH:20]=[CH:19][C:18]([Cl:21])=[CH:17][CH:16]=3)[CH2:14][CH2:13]2)=[O:36])[C:30]1=[O:38])([C:22]1[CH:27]=[CH:26][CH:25]=[CH:24][CH:23]=1)[C:39]1[CH:44]=[CH:43][CH:42]=[CH:41][CH:40]=1.